Dataset: Reaction yield outcomes from USPTO patents with 853,638 reactions. Task: Predict the reaction yield, written as a fraction of the theoretical maximum amount of product (1.0 means a 100% yield; for example, 0.34 means a 34% yield). (1) The reactants are [H-].[Al+3].[Li+].[H-].[H-].[H-].[F:7][C:8]([F:24])([F:23])[O:9][C:10]1[CH:15]=[CH:14][C:13]([C:16]2([C:21]#[N:22])[CH2:20][CH2:19][CH2:18][CH2:17]2)=[CH:12][CH:11]=1. The yield is 0.770. The catalyst is CCOCC. The product is [F:7][C:8]([F:23])([F:24])[O:9][C:10]1[CH:11]=[CH:12][C:13]([C:16]2([CH2:21][NH2:22])[CH2:20][CH2:19][CH2:18][CH2:17]2)=[CH:14][CH:15]=1. (2) The yield is 0.700. The catalyst is [Pd].CO. The product is [F:1][C:2]1[CH:11]=[CH:10][CH:9]=[C:8]2[C:3]=1[CH2:4][CH2:5][CH2:6][NH:7]2. The reactants are [F:1][C:2]1[CH:11]=[CH:10][CH:9]=[C:8]2[C:3]=1[CH:4]=[CH:5][CH:6]=[N:7]2. (3) The reactants are [C:1]([C:5]1[CH:6]=[C:7]([OH:13])[C:8](=[CH:11][CH:12]=1)[CH:9]=O)([CH3:4])([CH3:3])[CH3:2].C(=O)([O-])[O-].[K+].[K+].[F:20][C:21]([F:30])([F:29])/[CH:22]=[CH:23]/[C:24]([O:26][CH2:27][CH3:28])=[O:25].Cl. The catalyst is CN(C)C=O.C(O)C.O.CCCCCC.C(OCC)(=O)C. The product is [CH3:2][C:1]([C:5]1[CH:12]=[CH:11][C:8]2[CH:9]=[C:23]([C:24]([O:26][CH2:27][CH3:28])=[O:25])[CH:22]([C:21]([F:20])([F:30])[F:29])[O:13][C:7]=2[CH:6]=1)([CH3:4])[CH3:3]. The yield is 0.710. (4) The reactants are [CH:1]1([OH:6])[CH2:5][CH2:4][CH2:3][CH2:2]1.[H-].[Na+].Cl[C:10]1[N:18]=[C:17]([Cl:19])[CH:16]=[CH:15][C:11]=1[C:12]([NH2:14])=[O:13]. The catalyst is CN(C=O)C. The product is [Cl:19][C:17]1[CH:16]=[CH:15][C:11]([C:12]([NH2:14])=[O:13])=[C:10]([O:6][CH:1]2[CH2:5][CH2:4][CH2:3][CH2:2]2)[N:18]=1. The yield is 0.510. (5) The reactants are [Cl:1][C:2]1[CH:11]=[C:10]([CH3:12])[C:9]2[CH:8]=[C:7]3[O:13][C:14]([CH3:25])([CH3:24])[C@H:15]([OH:23])[C@@H:16]([NH:17][CH2:18][CH2:19][CH2:20][CH2:21][CH3:22])[C:6]3=[CH:5][C:4]=2[N:3]=1. The catalyst is CCOCC.Cl. The product is [ClH:1].[Cl:1][C:2]1[CH:11]=[C:10]([CH3:12])[C:9]2[CH:8]=[C:7]3[O:13][C:14]([CH3:24])([CH3:25])[C@H:15]([OH:23])[C@@H:16]([NH:17][CH2:18][CH2:19][CH2:20][CH2:21][CH3:22])[C:6]3=[CH:5][C:4]=2[N:3]=1. The yield is 0.880.